Dataset: Forward reaction prediction with 1.9M reactions from USPTO patents (1976-2016). Task: Predict the product of the given reaction. (1) Given the reactants C([Li])CCC.[C:6](#[N:8])[CH3:7].[CH2:9]([CH:11]([CH2:17][CH3:18])[C:12](OCC)=[O:13])[CH3:10].Cl, predict the reaction product. The product is: [CH2:9]([CH:11]([CH2:17][CH3:18])[C:12](=[O:13])[CH2:7][C:6]#[N:8])[CH3:10]. (2) Given the reactants [CH2:1]([C:3]([C:21]1[CH:26]=[CH:25][C:24]([OH:27])=[C:23]([CH3:28])[CH:22]=1)([C:6]1[CH:11]=[CH:10][C:9]([C:12]#[C:13][C:14]2([OH:19])[CH2:18][CH2:17][CH2:16][CH2:15]2)=[C:8]([CH3:20])[CH:7]=1)[CH2:4][CH3:5])[CH3:2].C([O-])([O-])=O.[K+].[K+].[CH2:35]([O:37][C:38](=[O:45])[CH2:39][CH2:40][CH2:41][CH2:42][CH2:43]Br)[CH3:36].O, predict the reaction product. The product is: [CH2:35]([O:37][C:38](=[O:45])[CH2:39][CH2:40][CH2:41][CH2:42][CH2:43][O:27][C:24]1[CH:25]=[CH:26][C:21]([C:3]([CH2:4][CH3:5])([C:6]2[CH:11]=[CH:10][C:9]([C:12]#[C:13][C:14]3([OH:19])[CH2:18][CH2:17][CH2:16][CH2:15]3)=[C:8]([CH3:20])[CH:7]=2)[CH2:1][CH3:2])=[CH:22][C:23]=1[CH3:28])[CH3:36]. (3) Given the reactants [C:1]([O:5][C:6](=[O:20])[NH:7][C:8]1[NH:12][C:11]2[CH:13]=[CH:14][C:15]([N+:17]([O-])=O)=[CH:16][C:10]=2[N:9]=1)([CH3:4])([CH3:3])[CH3:2].CO, predict the reaction product. The product is: [C:1]([O:5][C:6](=[O:20])[NH:7][C:8]1[NH:12][C:11]2[CH:13]=[CH:14][C:15]([NH2:17])=[CH:16][C:10]=2[N:9]=1)([CH3:4])([CH3:2])[CH3:3].